From a dataset of Forward reaction prediction with 1.9M reactions from USPTO patents (1976-2016). Predict the product of the given reaction. (1) Given the reactants Cl.[N:2]1[CH:7]=[CH:6][CH:5]=[CH:4][C:3]=1[CH2:8][CH2:9][S:10](Cl)(=[O:12])=[O:11].[C:14]1([C:20]2[S:24][C:23]([S:25]([N:28]3[CH2:33][CH2:32][NH:31][CH2:30][C@@H:29]3[C:34]([NH:36][O:37][CH:38]3[CH2:43][CH2:42][CH2:41][CH2:40][O:39]3)=[O:35])(=[O:27])=[O:26])=[CH:22][CH:21]=2)[CH:19]=[CH:18][CH:17]=[CH:16][CH:15]=1.C(N(CC)CC)C, predict the reaction product. The product is: [C:14]1([C:20]2[S:24][C:23]([S:25]([N:28]3[CH2:33][CH2:32][N:31]([S:10]([CH2:9][CH2:8][C:3]4[CH:4]=[CH:5][CH:6]=[CH:7][N:2]=4)(=[O:12])=[O:11])[CH2:30][C@@H:29]3[C:34]([NH:36][O:37][CH:38]3[CH2:43][CH2:42][CH2:41][CH2:40][O:39]3)=[O:35])(=[O:26])=[O:27])=[CH:22][CH:21]=2)[CH:15]=[CH:16][CH:17]=[CH:18][CH:19]=1. (2) Given the reactants [C:1](N1C=CN=C1)([N:3]1[CH:7]=[CH:6]N=[CH:4]1)=[O:2].[NH2:13][CH2:14][C:15]1[N:20]=[C:19]([C:21]#[C:22][C:23]2[C:24]([NH:29][C:30]3[CH:35]=[CH:34][C:33]([O:36][CH2:37][C:38]4[CH:43]=[CH:42][CH:41]=[C:40]([F:44])[CH:39]=4)=[C:32]([Cl:45])[CH:31]=3)=[N:25][CH:26]=[N:27][CH:28]=2)[CH:18]=[CH:17][CH:16]=1.C(O)(C(F)(F)F)=[O:47].CCN(C(C)C)C(C)C.CNCCO, predict the reaction product. The product is: [Cl:45][C:32]1[CH:31]=[C:30]([CH:35]=[CH:34][C:33]=1[O:36][CH2:37][C:38]1[CH:43]=[CH:42][CH:41]=[C:40]([F:44])[CH:39]=1)[NH:29][C:24]1[C:23]([C:22]#[C:21][C:19]2[N:20]=[C:15]([CH2:14][NH:13][C:1](=[O:2])[N:3]([CH2:7][CH2:6][OH:47])[CH3:4])[CH:16]=[CH:17][CH:18]=2)=[CH:28][N:27]=[CH:26][N:25]=1. (3) Given the reactants S(Cl)(Cl)=O.[CH3:5][C:6]([C:11]1[CH:16]=[CH:15][C:14]([N+:17]([O-:19])=[O:18])=[CH:13][CH:12]=1)([CH3:10])[C:7]([OH:9])=[O:8].[Br:20][CH2:21][CH2:22]O, predict the reaction product. The product is: [CH3:10][C:6]([C:11]1[CH:16]=[CH:15][C:14]([N+:17]([O-:19])=[O:18])=[CH:13][CH:12]=1)([CH3:5])[C:7]([O:9][CH2:22][CH2:21][Br:20])=[O:8]. (4) Given the reactants Cl[C:2]1[C:7]([C:8]([O:10][CH2:11][CH3:12])=[O:9])=[CH:6][N:5]=[C:4]([S:13][CH3:14])[N:3]=1.C(N(CC)CC)C.C1(C)C=CC(S(O)(=O)=O)=CC=1.[NH2:33][C@@H:34]1[CH2:38][CH2:37][O:36][CH2:35]1, predict the reaction product. The product is: [CH2:11]([O:10][C:8]([C:7]1[C:2]([NH:33][C@@H:34]2[CH2:38][CH2:37][O:36][CH2:35]2)=[N:3][C:4]([S:13][CH3:14])=[N:5][CH:6]=1)=[O:9])[CH3:12]. (5) Given the reactants I[C:2]1[S:6][C:5]([NH:7][C:8](=[O:10])[CH3:9])=[N:4][C:3]=1[CH3:11].CC1N=C(NC(=O)C)SC=1C1C=NN(C)C=1.[CH2:28]([N:35]1[CH:39]=[C:38](B2OC(C)(C)C(C)(C)O2)[CH:37]=[N:36]1)[C:29]1[CH:34]=[CH:33][CH:32]=[CH:31][CH:30]=1.[F-].[K+].C1(P(C2CCCCC2)C2C=CC=CC=2C2C(OC)=CC=CC=2OC)CCCCC1, predict the reaction product. The product is: [CH2:28]([N:35]1[CH:39]=[C:38]([C:2]2[S:6][C:5]([NH:7][C:8](=[O:10])[CH3:9])=[N:4][C:3]=2[CH3:11])[CH:37]=[N:36]1)[C:29]1[CH:34]=[CH:33][CH:32]=[CH:31][CH:30]=1. (6) Given the reactants [N+]([O-])(O)=O.O.O.O.O.O.O.[C:11](=[O:14])([O-:13])[O-:12].[Ce+3:15].[C:16](=[O:19])([O-:18])[O-:17].[C:20](=[O:23])([O-:22])[O-:21].[Ce+3], predict the reaction product. The product is: [C:11](=[O:12])([O-:14])[O-:13].[Ce+3:15].[C:16](=[O:17])([O-:19])[O-:18].[C:20](=[O:21])([O-:23])[O-:22].[Ce+3:15]. (7) The product is: [CH3:1][Si:2]([CH3:43])([CH3:42])[CH2:3][CH2:4][O:5][CH2:6][N:7]([CH2:34][O:35][CH2:36][CH2:37][Si:38]([CH3:41])([CH3:40])[CH3:39])[C:8]1[N:13]2[N:14]=[CH:15][C:16]([C:53]3[CH:52]=[N:51][C:50]([C:44]4[CH:49]=[CH:48][CH:47]=[CH:46][CH:45]=4)=[CH:55][CH:54]=3)=[C:12]2[N:11]=[C:10]([CH:18]2[CH2:23][CH2:22][N:21]([C:24]([O:26][CH2:27][C:28]3[CH:33]=[CH:32][CH:31]=[CH:30][CH:29]=3)=[O:25])[CH2:20][CH2:19]2)[CH:9]=1. Given the reactants [CH3:1][Si:2]([CH3:43])([CH3:42])[CH2:3][CH2:4][O:5][CH2:6][N:7]([CH2:34][O:35][CH2:36][CH2:37][Si:38]([CH3:41])([CH3:40])[CH3:39])[C:8]1[N:13]2[N:14]=[CH:15][C:16](I)=[C:12]2[N:11]=[C:10]([CH:18]2[CH2:23][CH2:22][N:21]([C:24]([O:26][CH2:27][C:28]3[CH:33]=[CH:32][CH:31]=[CH:30][CH:29]=3)=[O:25])[CH2:20][CH2:19]2)[CH:9]=1.[C:44]1([C:50]2[CH:55]=[CH:54][C:53](B3OC(C)(C)C(C)(C)O3)=[CH:52][N:51]=2)[CH:49]=[CH:48][CH:47]=[CH:46][CH:45]=1.C([O-])([O-])=O.[Na+].[Na+], predict the reaction product.